This data is from Reaction yield outcomes from USPTO patents with 853,638 reactions. The task is: Predict the reaction yield, written as a fraction of the theoretical maximum amount of product (1.0 means a 100% yield; for example, 0.34 means a 34% yield). The reactants are [CH3:1][O:2][C:3]1[CH:8]=[CH:7][N:6]=[C:5]([NH:9][S:10]([C:13]2[CH:18]=[CH:17][C:16]([N+:19]([O-])=O)=[CH:15][CH:14]=2)(=[O:12])=[O:11])[CH:4]=1.O. The catalyst is CCO.Cl.[Fe]. The product is [NH2:19][C:16]1[CH:17]=[CH:18][C:13]([S:10]([NH:9][C:5]2[CH:4]=[C:3]([O:2][CH3:1])[CH:8]=[CH:7][N:6]=2)(=[O:11])=[O:12])=[CH:14][CH:15]=1. The yield is 0.670.